This data is from Forward reaction prediction with 1.9M reactions from USPTO patents (1976-2016). The task is: Predict the product of the given reaction. (1) Given the reactants [NH2:1][C:2]1[CH:10]=[C:9]2[C:5]([C:6]3([CH2:16][CH2:15][CH2:14][CH2:13]3)[C:7](=[O:12])[N:8]2[CH3:11])=[CH:4][CH:3]=1.NC1C=[C:25]2[C:21]([C:22]([CH3:30])(C)[C:23](=[O:28])[N:24]2[CH3:27])=CC=1.[N+](C1C=C2C(C3(CCCC3)C(=O)N2)=CC=1)([O-])=O, predict the reaction product. The product is: [CH3:11][N:8]1[C:9]2[C:5](=[CH:4][CH:3]=[C:2]([NH:1][C:23](=[O:28])[C:22]3[CH:21]=[CH:25][N:24]=[CH:27][CH:30]=3)[CH:10]=2)[C:6]2([CH2:13][CH2:14][CH2:15][CH2:16]2)[C:7]1=[O:12]. (2) Given the reactants [Cl:1][C:2]1[CH:3]=[C:4](B2OC(C)(C)C(C)(C)O2)[CH:5]=[C:6]([CH2:8][O:9][C@H:10]([CH3:15])[C:11]([F:14])([F:13])[F:12])[CH:7]=1.I[C:26]1[N:30]([C:31]2[CH:36]=[CH:35][CH:34]=[CH:33][CH:32]=2)[N:29]=[C:28]([NH2:37])[CH:27]=1.C(=O)([O-])[O-].[Na+].[Na+].C1(P(C2CCCCC2)C2CCCCC2)CCCCC1.C(=O)([O-])O.[Na+], predict the reaction product. The product is: [Cl:1][C:2]1[CH:3]=[C:4]([C:26]2[N:30]([C:31]3[CH:36]=[CH:35][CH:34]=[CH:33][CH:32]=3)[N:29]=[C:28]([NH2:37])[CH:27]=2)[CH:5]=[C:6]([CH2:8][O:9][C@H:10]([CH3:15])[C:11]([F:12])([F:13])[F:14])[CH:7]=1. (3) Given the reactants Br[C:2]1[CH:7]=[CH:6][CH:5]=[C:4]([F:8])[C:3]=1[N+:9]([O-:11])=[O:10].O1CCOCC1.C(=O)([O-])[O-].[Na+].[Na+].[CH3:24][C:25]1(C)[C:29](C)(C)OB(C(C)=C)O1, predict the reaction product. The product is: [F:8][C:4]1[CH:5]=[CH:6][CH:7]=[C:2]([C:25]([CH3:29])=[CH2:24])[C:3]=1[N+:9]([O-:11])=[O:10]. (4) Given the reactants [N:1]1([C:7]([N:9]2[CH2:14][CH:13]([C:15]3[CH:20]=[CH:19][C:18]([C:21]([F:24])([F:23])[F:22])=[CH:17][CH:16]=3)[CH2:12][CH:11]([C:25]([OH:27])=O)[CH2:10]2)=[O:8])[CH2:6][CH2:5][O:4][CH2:3][CH2:2]1.O[N:29]=[C:30]([C:32]1[CH:33]=[N:34][CH:35]=[CH:36][CH:37]=1)[NH2:31], predict the reaction product. The product is: [N:34]1[CH:35]=[CH:36][CH:37]=[C:32]([C:30]2[N:31]=[C:25]([CH:11]3[CH2:12][CH:13]([C:15]4[CH:20]=[CH:19][C:18]([C:21]([F:22])([F:23])[F:24])=[CH:17][CH:16]=4)[CH2:14][N:9]([C:7]([N:1]4[CH2:6][CH2:5][O:4][CH2:3][CH2:2]4)=[O:8])[CH2:10]3)[O:27][N:29]=2)[CH:33]=1. (5) Given the reactants [N+:1]([C:4]1[CH:13]=[CH:12][CH:11]=[C:10]2[C:5]=1[CH:6]=[CH:7][N:8]=[CH:9]2)([O-:3])=[O:2].Cl.[NH2:15]O.[OH-].[Na+], predict the reaction product. The product is: [N+:1]([C:4]1[CH:13]=[CH:12][C:11]([NH2:15])=[C:10]2[C:5]=1[CH:6]=[CH:7][N:8]=[CH:9]2)([O-:3])=[O:2].